From a dataset of Retrosynthesis with 50K atom-mapped reactions and 10 reaction types from USPTO. Predict the reactants needed to synthesize the given product. (1) Given the product CCCCCCCCCCCCCCCCCCCCC(=O)Nc1ccn([C@@H]2O[C@H](CO)[C@@H](O)[C@@H]2O)c(=O)n1, predict the reactants needed to synthesize it. The reactants are: CCCCCCCCCCCCCCCCCCCCC(=O)OC(=O)CCCCCCCCCCCCCCCCCCCC.Nc1ccn([C@@H]2O[C@H](CO)[C@@H](O)[C@@H]2O)c(=O)n1. (2) Given the product C[C@H]1CN(c2ccc(C#N)c([N+](=O)[O-])c2)C[C@@H](C)N1, predict the reactants needed to synthesize it. The reactants are: C[C@H]1CNC[C@@H](C)N1.N#Cc1ccc(Cl)cc1[N+](=O)[O-]. (3) Given the product CCC1(CO)CS(=O)(=O)c2ccccc2C(c2ccccc2)=N1, predict the reactants needed to synthesize it. The reactants are: CCC(N)(CO)CS(=O)(=O)c1ccccc1C(=O)c1ccccc1. (4) Given the product O=C(NCCC(c1ccc(F)cc1)c1ccc(F)cc1)c1cccnc1, predict the reactants needed to synthesize it. The reactants are: NCCC(c1ccc(F)cc1)c1ccc(F)cc1.O=C(O)c1cccnc1. (5) The reactants are: Cc1[nH]c2ccccc2c1C=O.O=C(Cl)c1cccc2ccccc12. Given the product Cc1c(C=O)c2ccccc2n1C(=O)c1cccc2ccccc12, predict the reactants needed to synthesize it. (6) Given the product Cc1ncccc1CO, predict the reactants needed to synthesize it. The reactants are: COC(=O)c1cccnc1C.